From a dataset of TCR-epitope binding with 47,182 pairs between 192 epitopes and 23,139 TCRs. Binary Classification. Given a T-cell receptor sequence (or CDR3 region) and an epitope sequence, predict whether binding occurs between them. The epitope is EILDITPCSF. The TCR CDR3 sequence is CASSSLGATDTQYF. Result: 1 (the TCR binds to the epitope).